Dataset: Full USPTO retrosynthesis dataset with 1.9M reactions from patents (1976-2016). Task: Predict the reactants needed to synthesize the given product. (1) Given the product [CH3:1][O:2][C:3]1[CH:8]=[CH:7][C:6]([C:9]([NH:24][C:25]2[O:26][C:27]([CH3:43])([CH3:42])[C:28]([F:41])([F:40])[C@:29]([C:32]3[CH:37]=[C:36]([NH:55][CH:52]4[CH2:53][CH2:54][CH:50]([C:44]5[CH:49]=[CH:48][CH:47]=[CH:46][CH:45]=5)[CH2:51]4)[CH:35]=[CH:34][C:33]=3[F:39])([CH3:31])[N:30]=2)([C:16]2[CH:21]=[CH:20][C:19]([O:22][CH3:23])=[CH:18][CH:17]=2)[C:10]2[CH:15]=[CH:14][CH:13]=[CH:12][CH:11]=2)=[CH:5][CH:4]=1, predict the reactants needed to synthesize it. The reactants are: [CH3:1][O:2][C:3]1[CH:8]=[CH:7][C:6]([C:9]([NH:24][C:25]2[O:26][C:27]([CH3:43])([CH3:42])[C:28]([F:41])([F:40])[C@:29]([C:32]3[CH:37]=[C:36](Br)[CH:35]=[CH:34][C:33]=3[F:39])([CH3:31])[N:30]=2)([C:16]2[CH:21]=[CH:20][C:19]([O:22][CH3:23])=[CH:18][CH:17]=2)[C:10]2[CH:15]=[CH:14][CH:13]=[CH:12][CH:11]=2)=[CH:5][CH:4]=1.[C:44]1([CH:50]2[CH2:54][CH2:53][CH:52]([NH2:55])[CH2:51]2)[CH:49]=[CH:48][CH:47]=[CH:46][CH:45]=1. (2) Given the product [C:7]([CH:4]1[CH2:5][CH2:6][N:1]([C:9]([O:11][C:12]([CH3:15])([CH3:14])[CH3:13])=[O:10])[CH2:2][CH2:3]1)#[N:8], predict the reactants needed to synthesize it. The reactants are: [NH:1]1[CH2:6][CH2:5][CH:4]([C:7]#[N:8])[CH2:3][CH2:2]1.[C:9](O[C:9]([O:11][C:12]([CH3:15])([CH3:14])[CH3:13])=[O:10])([O:11][C:12]([CH3:15])([CH3:14])[CH3:13])=[O:10].Cl.